From a dataset of Reaction yield outcomes from USPTO patents with 853,638 reactions. Predict the reaction yield, written as a fraction of the theoretical maximum amount of product (1.0 means a 100% yield; for example, 0.34 means a 34% yield). The reactants are Br[CH2:2][C:3]1[CH:7]=[C:6]([CH3:8])[O:5][N:4]=1.[C:9]([N:13]1[C:17](=[O:18])[C:16]([NH:19][CH:20]2[CH2:25][CH2:24][NH:23][CH2:22][CH2:21]2)=[C:15]([C:26]2[CH:31]=[CH:30][CH:29]=[CH:28][CH:27]=2)[S:14]1(=[O:33])=[O:32])([CH3:12])([CH3:11])[CH3:10]. No catalyst specified. The product is [C:9]([N:13]1[C:17](=[O:18])[C:16]([NH:19][CH:20]2[CH2:25][CH2:24][N:23]([CH2:2][C:3]3[CH:7]=[C:6]([CH3:8])[O:5][N:4]=3)[CH2:22][CH2:21]2)=[C:15]([C:26]2[CH:27]=[CH:28][CH:29]=[CH:30][CH:31]=2)[S:14]1(=[O:33])=[O:32])([CH3:12])([CH3:10])[CH3:11]. The yield is 0.170.